From a dataset of Reaction yield outcomes from USPTO patents with 853,638 reactions. Predict the reaction yield, written as a fraction of the theoretical maximum amount of product (1.0 means a 100% yield; for example, 0.34 means a 34% yield). (1) The reactants are [O:1]1[C:6]2[CH:7]=[CH:8][C:9](C=O)=[CH:10][C:5]=2[O:4][CH2:3][CH2:2]1.ClC1C=C(C=CC=1)C(OO)=[O:18]. The catalyst is ClCCl. The product is [O:1]1[C:6]2[CH:7]=[CH:8][C:9]([OH:18])=[CH:10][C:5]=2[O:4][CH2:3][CH2:2]1. The yield is 0.950. (2) The reactants are [Br:1][C:2]1[N:3]=[C:4]([NH:15][CH2:16][CH:17]2[CH2:22][CH2:21][O:20][CH2:19][CH2:18]2)[C:5]([NH:8][CH2:9][C:10](OCC)=[O:11])=[N:6][CH:7]=1. The catalyst is C(O)(=O)C. The product is [Br:1][C:2]1[N:3]=[C:4]2[N:15]([CH2:16][CH:17]3[CH2:22][CH2:21][O:20][CH2:19][CH2:18]3)[C:10](=[O:11])[CH2:9][NH:8][C:5]2=[N:6][CH:7]=1. The yield is 0.680. (3) The reactants are [CH2:1]([N:5]1[C:10]2=[CH:11][N:12]([CH2:14][C:15]3[CH:20]=[CH:19][C:18]([C:21]4[CH:26]=[CH:25][CH:24]=[CH:23][N:22]=4)=[CH:17][CH:16]=3)[CH:13]=[C:9]2[C:8](=[O:27])[N:7]([CH3:28])[C:6]1=[O:29])[CH:2]([CH3:4])[CH3:3].Cl[N:31]1[C:35](=[O:36])[CH2:34][CH2:33][C:32]1=[O:37]. The catalyst is C(Cl)(Cl)(Cl)Cl.CN(C=O)C. The product is [O:37]=[C:32]1[CH2:33][CH2:34][C:35](=[O:36])[N:31]1[C:11]1[N:12]([CH2:14][C:15]2[CH:20]=[CH:19][C:18]([C:21]3[CH:26]=[CH:25][CH:24]=[CH:23][N:22]=3)=[CH:17][CH:16]=2)[CH:13]=[C:9]2[C:8](=[O:27])[N:7]([CH3:28])[C:6](=[O:29])[N:5]([CH2:1][CH:2]([CH3:4])[CH3:3])[C:10]=12. The yield is 0.200. (4) The reactants are [F:1][C:2]([F:20])([F:19])[C:3]1[CH:4]=[C:5]([C:9]2[NH:13][C:12]3[CH:14]=[CH:15][CH:16]=[C:17]([NH2:18])[C:11]=3[N:10]=2)[CH:6]=[CH:7][CH:8]=1.[CH:21](=O)[C:22]1[CH:27]=[CH:26][CH:25]=[N:24][CH:23]=1.[BH-](OC(C)=O)(OC(C)=O)OC(C)=O.[Na+].N#N.C([O-])(O)=O.[Na+]. The catalyst is ClCCCl. The product is [N:24]1[CH:25]=[CH:26][CH:27]=[C:22]([CH2:21][NH:18][C:17]2[C:11]3[N:10]=[C:9]([C:5]4[CH:6]=[CH:7][CH:8]=[C:3]([C:2]([F:1])([F:19])[F:20])[CH:4]=4)[NH:13][C:12]=3[CH:14]=[CH:15][CH:16]=2)[CH:23]=1. The yield is 0.460. (5) The reactants are [Br:1][C:2]1[CH:7]=[CH:6][C:5]([C:8]2[CH:16]=[CH:15][CH:14]=[C:13]3[C:9]=2[CH2:10][C:11](=[O:17])[NH:12]3)=[CH:4][CH:3]=1.[CH2:18]([N:20]([CH2:35][CH3:36])[CH2:21][CH2:22][NH:23][C:24]([C:26]1[C:30]([CH3:31])=[C:29]([CH:32]=O)[NH:28][C:27]=1[CH3:34])=[O:25])[CH3:19]. The catalyst is C(O)C.N1CCCCC1. The product is [CH2:35]([N:20]([CH2:18][CH3:19])[CH2:21][CH2:22][NH:23][C:24]([C:26]1[C:30]([CH3:31])=[C:29]([CH:32]=[C:10]2[C:9]3[C:13](=[CH:14][CH:15]=[CH:16][C:8]=3[C:5]3[CH:4]=[CH:3][C:2]([Br:1])=[CH:7][CH:6]=3)[NH:12][C:11]2=[O:17])[NH:28][C:27]=1[CH3:34])=[O:25])[CH3:36]. The yield is 0.440. (6) The reactants are C(NC(C)C)(C)C.C([Li])CCC.[CH2:13]([SnH:17]([CH2:22][CH2:23][CH2:24][CH3:25])[CH2:18][CH2:19][CH2:20][CH3:21])[CH2:14][CH2:15][CH3:16].[CH2:26]([O:28][CH2:29]Cl)[CH3:27].[Cl-].[NH4+]. The catalyst is C(OCC)C.O1CCCC1. The product is [CH2:22]([Sn:17]([CH2:13][CH2:14][CH2:15][CH3:16])([CH2:18][CH2:19][CH2:20][CH3:21])[CH2:29][O:28][CH2:26][CH3:27])[CH2:23][CH2:24][CH3:25]. The yield is 0.660. (7) The product is [F:1][C:2]1[CH:7]=[CH:6][CH:5]=[CH:4][C:3]=1[CH2:8][CH2:9][O:10][S:19]([CH3:18])(=[O:21])=[O:20]. The yield is 0.944. The catalyst is ClCCl. The reactants are [F:1][C:2]1[CH:7]=[CH:6][CH:5]=[CH:4][C:3]=1[CH2:8][CH2:9][OH:10].C(N(CC)CC)C.[CH3:18][S:19](Cl)(=[O:21])=[O:20]. (8) No catalyst specified. The product is [Cl:23][C:6]1[C:5]2[C:10](=[CH:11][C:12]([O:13][CH3:14])=[C:3]([O:2][CH3:1])[CH:4]=2)[N:9]=[CH:8][CH:7]=1. The reactants are [CH3:1][O:2][C:3]1[CH:4]=[C:5]2[C:10](=[CH:11][C:12]=1[O:13][CH3:14])[N:9]=[CH:8][CH:7]=[C:6]2O.CN(C=O)C.P(Cl)(Cl)([Cl:23])=O. The yield is 0.434.